Dataset: Reaction yield outcomes from USPTO patents with 853,638 reactions. Task: Predict the reaction yield, written as a fraction of the theoretical maximum amount of product (1.0 means a 100% yield; for example, 0.34 means a 34% yield). The reactants are [Br:1][C:2]1[CH:7]=[CH:6][C:5]([NH:8][C:9](=[NH:20])[C:10]([C:13]2[CH:18]=[CH:17][CH:16]=[CH:15][C:14]=2[F:19])([CH3:12])[CH3:11])=[CH:4][CH:3]=1.C([O-])(O)=O.[Na+].Br[CH2:27][C:28](=O)[C:29]([O:31][CH2:32][CH3:33])=[O:30]. The product is [Br:1][C:2]1[CH:3]=[CH:4][C:5]([N:8]2[CH:27]=[C:28]([C:29]([O:31][CH2:32][CH3:33])=[O:30])[N:20]=[C:9]2[C:10]([C:13]2[CH:18]=[CH:17][CH:16]=[CH:15][C:14]=2[F:19])([CH3:12])[CH3:11])=[CH:6][CH:7]=1. The yield is 0.670. The catalyst is C1COCC1.